From a dataset of Catalyst prediction with 721,799 reactions and 888 catalyst types from USPTO. Predict which catalyst facilitates the given reaction. Reactant: CC[C@:3]1([CH3:19])[N:8]2[CH:9]=[C:10]([C:13]([O:15][CH2:16][CH3:17])=[O:14])[C:11]([OH:12])=[C:7]2[C:6](=[O:18])[NH:5][CH2:4]1.C(N[C@H](C(O)=O)C)(O[C:23](C)(C)[CH3:24])=O.[C:33](=O)([O-])[O-].[K+].[K+].IC. Product: [CH2:23]([N:5]1[CH2:4][C@H:3]([CH3:19])[N:8]2[CH:9]=[C:10]([C:13]([O:15][CH2:16][CH3:17])=[O:14])[C:11]([O:12][CH3:33])=[C:7]2[C:6]1=[O:18])[CH3:24]. The catalyst class is: 3.